From a dataset of Reaction yield outcomes from USPTO patents with 853,638 reactions. Predict the reaction yield, written as a fraction of the theoretical maximum amount of product (1.0 means a 100% yield; for example, 0.34 means a 34% yield). (1) The reactants are [NH:1]1[C:5]2[CH:6]=[CH:7][CH:8]=[CH:9][C:4]=2[N:3]=[C:2]1[CH2:10][NH:11][CH:12]1[C:21]2[N:20]=[CH:19][CH:18]=[CH:17][C:16]=2[CH2:15][CH2:14][CH2:13]1.[CH:22](=O)[CH2:23][CH:24]([CH3:26])[CH3:25].C(N(CC1N(CCC#N)C2C=CC=CC=2N=1)C1C2N=CC=CC=2CCC1)C. The product is [NH:1]1[C:5]2[CH:6]=[CH:7][CH:8]=[CH:9][C:4]=2[N:3]=[C:2]1[CH2:10][N:11]([CH2:22][CH2:23][CH:24]([CH3:26])[CH3:25])[CH:12]1[C:21]2[N:20]=[CH:19][CH:18]=[CH:17][C:16]=2[CH2:15][CH2:14][CH2:13]1. No catalyst specified. The yield is 0.850. (2) The reactants are [CH3:1][C:2]([OH:6])([CH2:4][CH3:5])[CH3:3].[C:7](OC(=O)C)(=[O:9])[CH3:8]. The catalyst is C(Cl)Cl.CN(C1C=CN=CC=1)C. The product is [C:7]([O:6][C:2]([CH2:4][CH3:5])([CH3:3])[CH3:1])(=[O:9])[CH3:8]. The yield is 0.542. (3) The reactants are [SH:1][CH2:2][CH2:3][OH:4].[OH-].[Na+].CN(C)C=O.[Br:12][C:13]1[CH:14]=[N:15][CH:16]=[C:17](Br)[CH:18]=1. The catalyst is O.CCOC(C)=O.CCCCCC. The product is [Br:12][C:13]1[CH:18]=[C:17]([S:1][CH2:2][CH2:3][OH:4])[CH:16]=[N:15][CH:14]=1. The yield is 0.575. (4) The reactants are [Cl:1][C:2]1[CH:7]=[CH:6][C:5]([C@H:8]2[CH2:12][CH2:11][C@H:10]([C:13]3[CH:18]=[CH:17][C:16]([Cl:19])=[C:15]([N+:20]([O-:22])=[O:21])[CH:14]=3)[N:9]2[C:23]2[CH:28]=[CH:27][C:26](I)=[CH:25][CH:24]=2)=[CH:4][C:3]=1[N+:30]([O-:32])=[O:31].CC1(C)C(C)(C)OB([C:41]2[CH:42]=[CH:43][C:44]([N:47]3[CH2:52][CH2:51][O:50][CH2:49][CH2:48]3)=[N:45][CH:46]=2)O1.P([O-])([O-])([O-])=O.[K+].[K+].[K+].O. The catalyst is C1COCC1.C1C=CC(/C=C/C(/C=C/C2C=CC=CC=2)=O)=CC=1.C1C=CC(/C=C/C(/C=C/C2C=CC=CC=2)=O)=CC=1.C1C=CC(/C=C/C(/C=C/C2C=CC=CC=2)=O)=CC=1.[Pd].[Pd]. The product is [Cl:1][C:2]1[CH:7]=[CH:6][C:5]([C@H:8]2[CH2:12][CH2:11][C@H:10]([C:13]3[CH:18]=[CH:17][C:16]([Cl:19])=[C:15]([N+:20]([O-:22])=[O:21])[CH:14]=3)[N:9]2[C:23]2[CH:28]=[CH:27][C:26]([C:41]3[CH:42]=[CH:43][C:44]([N:47]4[CH2:48][CH2:49][O:50][CH2:51][CH2:52]4)=[N:45][CH:46]=3)=[CH:25][CH:24]=2)=[CH:4][C:3]=1[N+:30]([O-:32])=[O:31]. The yield is 0.510. (5) The reactants are [NH:1]1[C:9]2[C:4](=[C:5]([C:10]3[C:22]4[C:21]5[C:16](=[CH:17][C:18]([C:23]([N:25]6[CH2:30][CH2:29][N:28]([CH3:31])[CH2:27][CH2:26]6)=[O:24])=[CH:19][CH:20]=5)[NH:15][C:14]=4[C:13]([C:32]([NH2:34])=[O:33])=[CH:12][CH:11]=3)[CH:6]=[CH:7][CH:8]=2)[CH:3]=[CH:2]1.[F:35][C:36]1[CH:44]=[CH:43][C:39]([C:40](Cl)=[O:41])=[CH:38][CH:37]=1. The catalyst is C(Cl)Cl.CN(C1C=CN=CC=1)C. The product is [F:35][C:36]1[CH:44]=[CH:43][C:39]([C:40]([N:1]2[C:9]3[C:4](=[C:5]([C:10]4[C:22]5[C:21]6[C:16](=[CH:17][C:18]([C:23]([N:25]7[CH2:26][CH2:27][N:28]([CH3:31])[CH2:29][CH2:30]7)=[O:24])=[CH:19][CH:20]=6)[NH:15][C:14]=5[C:13]([C:32]([NH2:34])=[O:33])=[CH:12][CH:11]=4)[CH:6]=[CH:7][CH:8]=3)[CH:3]=[CH:2]2)=[O:41])=[CH:38][CH:37]=1. The yield is 0.310. (6) The reactants are [Cl:1][C:2]1[C:3]2[C@H:10]([CH3:11])[CH2:9][CH2:8][C:4]=2[N:5]=[CH:6][N:7]=1.Cl.Cl.[Cl:14][C:15]1[CH:20]=[CH:19][C:18]([CH:21]([C:23]2[N:27]3[CH2:28][CH2:29][NH:30][CH2:31][C:26]3=[N:25][N:24]=2)[NH2:22])=[CH:17][CH:16]=1. No catalyst specified. The product is [ClH:1].[ClH:14].[Cl:14][C:15]1[CH:20]=[CH:19][C:18]([CH:21]([C:23]2[N:27]3[CH2:28][CH2:29][N:30]([C:2]4[C:3]5[C@H:10]([CH3:11])[CH2:9][CH2:8][C:4]=5[N:5]=[CH:6][N:7]=4)[CH2:31][C:26]3=[N:25][N:24]=2)[NH2:22])=[CH:17][CH:16]=1. The yield is 0.640. (7) The reactants are [F:1][C:2]([F:21])([F:20])[C:3]1[C:11]([C:12]#[N:13])=[CH:10][CH:9]=[C:8]2[C:4]=1[CH:5]=[C:6]([CH2:14][CH2:15][C:16]([F:19])([F:18])[F:17])[NH:7]2.C([O-])([O-])=O.[Cs+].[Cs+].Cl[CH2:29][C:30]1[N:34]=[C:33]([C:35]2[CH:40]=[C:39]([F:41])[CH:38]=[C:37]([F:42])[CH:36]=2)[O:32][N:31]=1. The catalyst is C(#N)C. The product is [F:41][C:39]1[CH:40]=[C:35]([C:33]2[O:32][N:31]=[C:30]([CH2:29][N:7]3[C:8]4[C:4](=[C:3]([C:2]([F:1])([F:20])[F:21])[C:11]([C:12]#[N:13])=[CH:10][CH:9]=4)[CH:5]=[C:6]3[CH2:14][CH2:15][C:16]([F:19])([F:18])[F:17])[N:34]=2)[CH:36]=[C:37]([F:42])[CH:38]=1. The yield is 0.240. (8) The reactants are [NH2:1][NH2:2].[Cl:3][C:4]1[CH:9]=[C:8](Cl)[N:7]=[C:6]([S:11][CH3:12])[N:5]=1. The catalyst is ClCCl. The product is [Cl:3][C:4]1[N:5]=[C:6]([S:11][CH3:12])[N:7]=[C:8]([NH:1][NH2:2])[CH:9]=1. The yield is 0.640. (9) The catalyst is C1COCC1. The product is [CH:1]1([O:4][C:5]2[CH:6]=[C:7]3[C:12](=[CH:13][CH:14]=2)[N:11]=[C:10]([C:15]([C:20]2[N:24]=[N:23][NH:22][CH:21]=2)([OH:19])[CH:16]([CH3:18])[CH3:17])[CH:9]=[CH:8]3)[CH2:2][CH2:3]1. The yield is 0.330. The reactants are [CH:1]1([O:4][C:5]2[CH:6]=[C:7]3[C:12](=[CH:13][CH:14]=2)[N:11]=[C:10]([C:15]([C:20]2[N:24](COCC[Si](C)(C)C)[N:23]=[N:22][CH:21]=2)([OH:19])[CH:16]([CH3:18])[CH3:17])[CH:9]=[CH:8]3)[CH2:3][CH2:2]1.[F-].[Cs+].CCCC[N+](CCCC)(CCCC)CCCC.[F-]. (10) The reactants are Br[C:2]1[C:7]([Br:8])=[CH:6][C:5]([Br:9])=[CH:4][N:3]=1.[I-:10].[Na+].C(#N)CC.Cl[Si](C)(C)C. The catalyst is [OH-].[Na+]. The product is [I:10][C:2]1[C:7]([Br:8])=[CH:6][C:5]([Br:9])=[CH:4][N:3]=1. The yield is 0.830.